This data is from Catalyst prediction with 721,799 reactions and 888 catalyst types from USPTO. The task is: Predict which catalyst facilitates the given reaction. (1) Reactant: C([O:8][C:9]1[N:14]=[CH:13][C:12]([C:15]2[CH:16]=[C:17]3[N:23]=[CH:22][N:21]([C:24]4[CH:25]=[C:26]([NH:38][C:39](=[O:41])[CH3:40])[CH:27]=[C:28]([C:30]5[CH:35]=[CH:34][C:33]([F:36])=[CH:32][C:31]=5[F:37])[CH:29]=4)[C:18]3=[N:19][CH:20]=2)=[CH:11][CH:10]=1)C1C=CC=CC=1. Product: [F:37][C:31]1[CH:32]=[C:33]([F:36])[CH:34]=[CH:35][C:30]=1[C:28]1[CH:29]=[C:24]([N:21]2[C:18]3=[N:19][CH:20]=[C:15]([C:12]4[CH:11]=[CH:10][C:9](=[O:8])[NH:14][CH:13]=4)[CH:16]=[C:17]3[N:23]=[CH:22]2)[CH:25]=[C:26]([NH:38][C:39](=[O:41])[CH3:40])[CH:27]=1. The catalyst class is: 67. (2) Reactant: [CH3:1][C:2]1[C:3]([CH2:13][CH2:14][N:15]2[CH2:20][CH2:19][N:18]([C:21]3[CH:30]=[CH:29][CH:28]=[C:27]4[C:22]=3[CH:23]=[CH:24][C:25]([CH3:31])=[N:26]4)[CH2:17][CH2:16]2)=[C:4]2[C:9](=[CH:10][CH:11]=1)[NH:8][C:7](=[O:12])[CH2:6][CH2:5]2.[ClH:32].Cl.[CH3:34]C1C(CCN2CCN(C3C=CC=C4C=3C=CC(C)=N4)CC2)=C2C(=CC=1)NC(=O)CC2.[H-].[Na+].IC. Product: [ClH:32].[ClH:32].[CH3:34][N:8]1[C:9]2[C:4](=[C:3]([CH2:13][CH2:14][N:15]3[CH2:20][CH2:19][N:18]([C:21]4[CH:30]=[CH:29][CH:28]=[C:27]5[C:22]=4[CH:23]=[CH:24][C:25]([CH3:31])=[N:26]5)[CH2:17][CH2:16]3)[C:2]([CH3:1])=[CH:11][CH:10]=2)[CH2:5][CH2:6][C:7]1=[O:12]. The catalyst class is: 3. (3) Reactant: O=P(Cl)(Cl)Cl.C[N:7]([CH:9]=O)C.[C:11]1(=O)[CH2:16][CH2:15][CH2:14][CH2:13][CH2:12]1.[ClH:18].NO. Product: [Cl:18][C:11]1[CH2:16][CH2:15][CH2:14][CH2:13][C:12]=1[C:9]#[N:7]. The catalyst class is: 6. (4) Reactant: [CH2:1]([N:9]1[CH:13]=[C:12]([C:14]2[C:22]3[C:17](=[N:18][CH:19]=[C:20]([C:23]4[CH:28]=[CH:27][C:26]([N:29]5[CH2:34][CH2:33][NH:32][CH2:31][CH2:30]5)=[CH:25][CH:24]=4)[CH:21]=3)[N:16]([S:35]([C:38]3[CH:44]=[CH:43][C:41]([CH3:42])=[CH:40][CH:39]=3)(=[O:37])=[O:36])[CH:15]=2)[CH:11]=[N:10]1)[CH2:2][C:3]1[CH:8]=[CH:7][CH:6]=[CH:5][CH:4]=1.[CH3:45][C@H:46]1[CH2:48][O:47]1.CCN(C(C)C)C(C)C. Product: [CH2:1]([N:9]1[CH:13]=[C:12]([C:14]2[C:22]3[C:17](=[N:18][CH:19]=[C:20]([C:23]4[CH:24]=[CH:25][C:26]([N:29]5[CH2:30][CH2:31][N:32]([CH2:45][C@@H:46]([OH:47])[CH3:48])[CH2:33][CH2:34]5)=[CH:27][CH:28]=4)[CH:21]=3)[N:16]([S:35]([C:38]3[CH:39]=[CH:40][C:41]([CH3:42])=[CH:43][CH:44]=3)(=[O:37])=[O:36])[CH:15]=2)[CH:11]=[N:10]1)[CH2:2][C:3]1[CH:4]=[CH:5][CH:6]=[CH:7][CH:8]=1. The catalyst class is: 8. (5) Reactant: [NH2:1][CH:2]([C:15]1[CH:20]=[CH:19][CH:18]=[CH:17][CH:16]=1)[C:3]([NH:5][CH2:6][C:7]1[CH:12]=[CH:11][C:10]([C:13]#[N:14])=[CH:9][CH:8]=1)=[O:4].C(N(CC)CC)C.[C:28](Cl)(=[O:30])[CH3:29]. Product: [C:28]([NH:1][CH:2]([C:15]1[CH:20]=[CH:19][CH:18]=[CH:17][CH:16]=1)[C:3]([NH:5][CH2:6][C:7]1[CH:12]=[CH:11][C:10]([C:13]#[N:14])=[CH:9][CH:8]=1)=[O:4])(=[O:30])[CH3:29]. The catalyst class is: 4. (6) Reactant: CC(O[C:6]([O:8][C:9]([O:11][C:12]([CH3:15])([CH3:14])[CH3:13])=[O:10])=O)(C)C.[CH3:16][CH:17]([O:19][C:20]([C:22]1[C:28]2[NH:29][C:30]3[CH:31]=C(O)[CH:33]=[CH:34][C:35]=3[C:27]=2[C:26]([CH3:38])([CH3:37])[CH2:25][N:24]([C:39]([C:41]2[CH:46]=[CH:45][C:44]([F:47])=[C:43]([F:48])[CH:42]=2)=[O:40])[CH:23]=1)=[O:21])[CH3:18]. Product: [F:48][C:43]1[CH:42]=[C:41]([C:39]([N:24]2[CH2:25][C:26]([CH3:38])([CH3:37])[C:27]3[C:35]4[CH:34]=[CH:33][C:6]([O:8][C:9]([O:11][C:12]([CH3:13])([CH3:14])[CH3:15])=[O:10])=[CH:31][C:30]=4[NH:29][C:28]=3[C:22]([C:20]([O:19][CH:17]([CH3:18])[CH3:16])=[O:21])=[CH:23]2)=[O:40])[CH:46]=[CH:45][C:44]=1[F:47]. The catalyst class is: 4. (7) Reactant: [Cl:1][C:2]1[N:11]=[CH:10][C:9]2[N:8]([CH:12]3[CH2:17][CH2:16][O:15][CH2:14][CH2:13]3)[C:7](=[O:18])[CH:6]3[CH2:19][O:20][CH2:21][CH2:22][N:5]3[C:4]=2[N:3]=1.[CH3:23]C(C)([O-])C.[Na+].IC. Product: [Cl:1][C:2]1[N:11]=[CH:10][C:9]2[N:8]([CH:12]3[CH2:13][CH2:14][O:15][CH2:16][CH2:17]3)[C:7](=[O:18])[C:6]3([CH3:23])[CH2:19][O:20][CH2:21][CH2:22][N:5]3[C:4]=2[N:3]=1. The catalyst class is: 16. (8) Reactant: FC(F)(F)S(O[C:7]1[C:8](=[O:20])[N:9]2[C:13](=[C:14]([C:16](=[O:19])CC)[CH:15]=1)[CH2:12][CH2:11][CH2:10]2)(=O)=O.C[Sn](C)(C)[C:25]1[CH:30]=[CH:29][CH:28]=[CH:27][N:26]=1.[Li+].[Cl-].C1C[O:38]CC1. Product: [O:20]=[C:8]1[C:7]([C:25]2[CH:30]=[CH:29][CH:28]=[CH:27][N:26]=2)=[CH:15][C:14]([C:16]([OH:19])=[O:38])=[C:13]2[N:9]1[CH2:10][CH2:11][CH2:12]2. The catalyst class is: 257. (9) Reactant: [NH2:1][C:2]1[C:7]([C:8]([OH:10])=[O:9])=[CH:6][N:5]=[CH:4][CH:3]=1.[Br:11]Br. Product: [NH2:1][C:2]1[C:7]([C:8]([OH:10])=[O:9])=[CH:6][N:5]=[CH:4][C:3]=1[Br:11]. The catalyst class is: 86.